This data is from Merck oncology drug combination screen with 23,052 pairs across 39 cell lines. The task is: Regression. Given two drug SMILES strings and cell line genomic features, predict the synergy score measuring deviation from expected non-interaction effect. Drug 1: CN(Cc1cnc2nc(N)nc(N)c2n1)c1ccc(C(=O)NC(CCC(=O)O)C(=O)O)cc1. Drug 2: COC1CC2CCC(C)C(O)(O2)C(=O)C(=O)N2CCCCC2C(=O)OC(C(C)CC2CCC(OP(C)(C)=O)C(OC)C2)CC(=O)C(C)C=C(C)C(O)C(OC)C(=O)C(C)CC(C)C=CC=CC=C1C. Cell line: HT144. Synergy scores: synergy=5.23.